This data is from NCI-60 drug combinations with 297,098 pairs across 59 cell lines. The task is: Regression. Given two drug SMILES strings and cell line genomic features, predict the synergy score measuring deviation from expected non-interaction effect. (1) Drug 1: C1=CC(=CC=C1CCCC(=O)O)N(CCCl)CCCl. Drug 2: C1CN1P(=S)(N2CC2)N3CC3. Cell line: A498. Synergy scores: CSS=29.1, Synergy_ZIP=-8.24, Synergy_Bliss=0.697, Synergy_Loewe=1.52, Synergy_HSA=2.47. (2) Drug 1: COC1=NC(=NC2=C1N=CN2C3C(C(C(O3)CO)O)O)N. Drug 2: C1=CC=C(C=C1)NC(=O)CCCCCCC(=O)NO. Cell line: CAKI-1. Synergy scores: CSS=44.6, Synergy_ZIP=-2.33, Synergy_Bliss=-3.59, Synergy_Loewe=-47.7, Synergy_HSA=-2.69. (3) Drug 1: CC1=C2C(C(=O)C3(C(CC4C(C3C(C(C2(C)C)(CC1OC(=O)C(C(C5=CC=CC=C5)NC(=O)C6=CC=CC=C6)O)O)OC(=O)C7=CC=CC=C7)(CO4)OC(=O)C)O)C)OC(=O)C. Drug 2: CC1=C2C(C(=O)C3(C(CC4C(C3C(C(C2(C)C)(CC1OC(=O)C(C(C5=CC=CC=C5)NC(=O)OC(C)(C)C)O)O)OC(=O)C6=CC=CC=C6)(CO4)OC(=O)C)O)C)O. Cell line: K-562. Synergy scores: CSS=14.5, Synergy_ZIP=0.638, Synergy_Bliss=4.46, Synergy_Loewe=-17.4, Synergy_HSA=-1.54. (4) Drug 1: CC(CN1CC(=O)NC(=O)C1)N2CC(=O)NC(=O)C2. Drug 2: C1C(C(OC1N2C=NC3=C(N=C(N=C32)Cl)N)CO)O. Cell line: HL-60(TB). Synergy scores: CSS=81.5, Synergy_ZIP=3.83, Synergy_Bliss=5.52, Synergy_Loewe=6.30, Synergy_HSA=6.82. (5) Drug 1: CC1=C(C=C(C=C1)NC(=O)C2=CC=C(C=C2)CN3CCN(CC3)C)NC4=NC=CC(=N4)C5=CN=CC=C5. Drug 2: CCC1=C2CN3C(=CC4=C(C3=O)COC(=O)C4(CC)O)C2=NC5=C1C=C(C=C5)O. Cell line: UO-31. Synergy scores: CSS=26.9, Synergy_ZIP=-4.19, Synergy_Bliss=3.72, Synergy_Loewe=-85.0, Synergy_HSA=1.84. (6) Drug 1: C1CCC(C1)C(CC#N)N2C=C(C=N2)C3=C4C=CNC4=NC=N3. Drug 2: C1CN(CCN1C(=O)CCBr)C(=O)CCBr. Cell line: HOP-62. Synergy scores: CSS=14.9, Synergy_ZIP=-6.54, Synergy_Bliss=5.31, Synergy_Loewe=2.56, Synergy_HSA=2.39. (7) Drug 1: CN(C)N=NC1=C(NC=N1)C(=O)N. Drug 2: CC1=CC=C(C=C1)C2=CC(=NN2C3=CC=C(C=C3)S(=O)(=O)N)C(F)(F)F. Cell line: U251. Synergy scores: CSS=9.45, Synergy_ZIP=-4.36, Synergy_Bliss=-0.658, Synergy_Loewe=-12.8, Synergy_HSA=0.669. (8) Drug 1: CC1C(C(CC(O1)OC2CC(CC3=C2C(=C4C(=C3O)C(=O)C5=C(C4=O)C(=CC=C5)OC)O)(C(=O)CO)O)N)O.Cl. Drug 2: C1CCN(CC1)CCOC2=CC=C(C=C2)C(=O)C3=C(SC4=C3C=CC(=C4)O)C5=CC=C(C=C5)O. Cell line: BT-549. Synergy scores: CSS=0.290, Synergy_ZIP=-1.23, Synergy_Bliss=-0.813, Synergy_Loewe=-1.13, Synergy_HSA=-1.07.